Task: Predict the product of the given reaction.. Dataset: Forward reaction prediction with 1.9M reactions from USPTO patents (1976-2016) (1) Given the reactants [Cl:1][C:2]1[C:14]2[C:13]3[CH2:12][CH:11]([C:15]([OH:17])=O)[CH2:10][CH2:9][C:8]=3[NH:7][C:6]=2[N:5]=[CH:4][N:3]=1.[CH3:18][N:19]1[CH2:24][CH2:23][NH:22][CH2:21][CH2:20]1, predict the reaction product. The product is: [Cl:1][C:2]1[C:14]2[C:13]3[CH2:12][CH:11]([C:15]([N:22]4[CH2:23][CH2:24][N:19]([CH3:18])[CH2:20][CH2:21]4)=[O:17])[CH2:10][CH2:9][C:8]=3[NH:7][C:6]=2[N:5]=[CH:4][N:3]=1. (2) Given the reactants [C:1]([N:4]1[C:13]2[C:8](=[CH:9][C:10]([C:14]3[CH:24]=[CH:23][C:17]([C:18]([O:20][CH2:21][CH3:22])=[O:19])=[CH:16][N:15]=3)=[CH:11][CH:12]=2)[C@H:7]([NH:25][C:26]2[CH:31]=[CH:30][C:29]([N+:32]([O-])=O)=[CH:28][N:27]=2)[CH2:6][C@@H:5]1[CH3:35])(=[O:3])[CH3:2].C([O-])=O.[NH4+], predict the reaction product. The product is: [C:1]([N:4]1[C:13]2[C:8](=[CH:9][C:10]([C:14]3[CH:24]=[CH:23][C:17]([C:18]([O:20][CH2:21][CH3:22])=[O:19])=[CH:16][N:15]=3)=[CH:11][CH:12]=2)[C@H:7]([NH:25][C:26]2[CH:31]=[CH:30][C:29]([NH2:32])=[CH:28][N:27]=2)[CH2:6][C@@H:5]1[CH3:35])(=[O:3])[CH3:2]. (3) Given the reactants [Cl:1][C:2]1[N:11]=[C:10](Cl)[C:9]2[C:4](=[CH:5][C:6]([O:15][CH3:16])=[C:7]([O:13][CH3:14])[CH:8]=2)[N:3]=1.C1(C)C=CC=CC=1.C(=O)([O-])[O-].[Na+].[Na+].[NH2:30][C:31]1[CH:32]=[C:33](B(O)O)[CH:34]=[CH:35][CH:36]=1, predict the reaction product. The product is: [Cl:1][C:2]1[N:11]=[C:10]([C:35]2[CH:36]=[C:31]([NH2:30])[CH:32]=[CH:33][CH:34]=2)[C:9]2[C:4](=[CH:5][C:6]([O:15][CH3:16])=[C:7]([O:13][CH3:14])[CH:8]=2)[N:3]=1. (4) Given the reactants [NH2:1][C:2]([NH:4][C:5]1[C:6]([C:18]([NH2:20])=[O:19])=[N:7][N:8]([C:10]2[CH:15]=[CH:14][C:13](I)=[CH:12][C:11]=2[CH3:17])[CH:9]=1)=[O:3].N#N.[OH:23][C:24]1[CH:25]=[C:26](B(O)O)[CH:27]=[CH:28][CH:29]=1.C([O-])([O-])=O.[Cs+].[Cs+], predict the reaction product. The product is: [NH2:1][C:2]([NH:4][C:5]1[C:6]([C:18]([NH2:20])=[O:19])=[N:7][N:8]([C:10]2[CH:15]=[CH:14][C:13]([C:28]3[CH:27]=[CH:26][CH:25]=[C:24]([OH:23])[CH:29]=3)=[CH:12][C:11]=2[CH3:17])[CH:9]=1)=[O:3].